Dataset: NCI-60 drug combinations with 297,098 pairs across 59 cell lines. Task: Regression. Given two drug SMILES strings and cell line genomic features, predict the synergy score measuring deviation from expected non-interaction effect. (1) Cell line: NCI-H460. Synergy scores: CSS=37.7, Synergy_ZIP=-6.18, Synergy_Bliss=-8.11, Synergy_Loewe=-6.77, Synergy_HSA=-5.04. Drug 2: C(=O)(N)NO. Drug 1: CC1=C2C(C(=O)C3(C(CC4C(C3C(C(C2(C)C)(CC1OC(=O)C(C(C5=CC=CC=C5)NC(=O)OC(C)(C)C)O)O)OC(=O)C6=CC=CC=C6)(CO4)OC(=O)C)OC)C)OC. (2) Drug 1: CC1=CC=C(C=C1)C2=CC(=NN2C3=CC=C(C=C3)S(=O)(=O)N)C(F)(F)F. Drug 2: CC1CCC2CC(C(=CC=CC=CC(CC(C(=O)C(C(C(=CC(C(=O)CC(OC(=O)C3CCCCN3C(=O)C(=O)C1(O2)O)C(C)CC4CCC(C(C4)OC)O)C)C)O)OC)C)C)C)OC. Cell line: BT-549. Synergy scores: CSS=8.43, Synergy_ZIP=-1.36, Synergy_Bliss=-2.74, Synergy_Loewe=-33.3, Synergy_HSA=-5.37.